This data is from Reaction yield outcomes from USPTO patents with 853,638 reactions. The task is: Predict the reaction yield, written as a fraction of the theoretical maximum amount of product (1.0 means a 100% yield; for example, 0.34 means a 34% yield). (1) The reactants are C(O[CH:4](OCC)[CH2:5][O:6][C:7]1[CH:12]=[CH:11][C:10]([C:13](=[O:15])[CH3:14])=[CH:9][CH:8]=1)C.O. The catalyst is C1(C)C=CC=CC=1. The product is [O:6]1[C:7]2[CH:12]=[CH:11][C:10]([C:13](=[O:15])[CH3:14])=[CH:9][C:8]=2[CH:4]=[CH:5]1. The yield is 0.0370. (2) The reactants are O[C:2]1[C:11]2[C:6](=[C:7]([CH3:14])[C:8]([O:12][CH3:13])=[CH:9][CH:10]=2)[N:5]=[CH:4][CH:3]=1.O=P(Cl)(Cl)[Cl:17]. No catalyst specified. The product is [Cl:17][C:2]1[C:11]2[C:6](=[C:7]([CH3:14])[C:8]([O:12][CH3:13])=[CH:9][CH:10]=2)[N:5]=[CH:4][CH:3]=1. The yield is 0.925. (3) The reactants are C(=O)([O-])[O-].[K+].[K+].[N:7]1([C:13]([O:15][C:16]([CH3:19])([CH3:18])[CH3:17])=[O:14])[CH2:12][CH2:11][NH:10][CH2:9][CH2:8]1.[F:20][C:21]1[CH:22]=[C:23]([CH:28]=[CH:29][C:30]=1F)[C:24]([O:26][CH3:27])=[O:25]. No catalyst specified. The product is [F:20][C:21]1[CH:22]=[C:23]([C:24]([O:26][CH3:27])=[O:25])[CH:28]=[CH:29][C:30]=1[N:10]1[CH2:11][CH2:12][N:7]([C:13]([O:15][C:16]([CH3:19])([CH3:18])[CH3:17])=[O:14])[CH2:8][CH2:9]1. The yield is 0.449. (4) The reactants are [O-]P([O-])([O-])=O.[K+].[K+].[K+].[CH2:9]([NH:16][C:17]([NH2:19])=[O:18])[C:10]1[CH:15]=[CH:14][CH:13]=[CH:12][CH:11]=1.Br[C:21]1[CH:26]=[CH:25][CH:24]=[CH:23][C:22]=1[O:27][CH3:28].CNCCNC. The catalyst is [Cu]I.O1CCOCC1. The product is [CH2:9]([NH:16][C:17]([NH:19][C:21]1[CH:26]=[CH:25][CH:24]=[CH:23][C:22]=1[O:27][CH3:28])=[O:18])[C:10]1[CH:15]=[CH:14][CH:13]=[CH:12][CH:11]=1. The yield is 0.670. (5) The reactants are [CH3:1][C:2]1[CH:7]=[C:6]([N:8]2[CH2:13][CH2:12][O:11][CH2:10][CH2:9]2)[CH:5]=[C:4]([CH3:14])[C:3]=1[NH2:15].[CH:16]1([CH2:21][C:22](Cl)=[O:23])[CH2:20][CH2:19][CH2:18][CH2:17]1.O. The catalyst is C(#N)C. The product is [CH:16]1([CH2:21][C:22]([NH:15][C:3]2[C:2]([CH3:1])=[CH:7][C:6]([N:8]3[CH2:13][CH2:12][O:11][CH2:10][CH2:9]3)=[CH:5][C:4]=2[CH3:14])=[O:23])[CH2:20][CH2:19][CH2:18][CH2:17]1. The yield is 0.200. (6) The reactants are [Br:1][C:2]1[CH:8]=[CH:7][C:5]([NH2:6])=[CH:4][C:3]=1[C:9]([F:12])([F:11])[F:10].[ClH:13]. The catalyst is CCOCC. The product is [ClH:13].[Br:1][C:2]1[CH:8]=[CH:7][C:5]([NH2:6])=[CH:4][C:3]=1[C:9]([F:10])([F:11])[F:12]. The yield is 0.980. (7) The reactants are [CH3:1][O:2][CH2:3][CH2:4][N:5]1[CH2:10][CH2:9][NH:8][CH2:7][CH2:6]1.[N:11]1[C:19]2[C:14](=[N:15][CH:16]=[CH:17][CH:18]=2)[S:13][C:12]=1[C:20]1[CH:25]=[CH:24][CH:23]=[CH:22][C:21]=1[NH:26][C:27]([C:29]1[CH:34]=[C:33]([O:35][CH2:36][CH2:37]Br)[CH:32]=[C:31]([C:39]2[CH:44]=[CH:43][CH:42]=[CH:41][CH:40]=2)[N:30]=1)=[O:28].[ClH:45]. The catalyst is C(#N)C.O. The product is [ClH:45].[N:11]1[C:19]2[C:14](=[N:15][CH:16]=[CH:17][CH:18]=2)[S:13][C:12]=1[C:20]1[CH:25]=[CH:24][CH:23]=[CH:22][C:21]=1[NH:26][C:27]([C:29]1[CH:34]=[C:33]([O:35][CH2:36][CH2:37][N:8]2[CH2:9][CH2:10][N:5]([CH2:4][CH2:3][O:2][CH3:1])[CH2:6][CH2:7]2)[CH:32]=[C:31]([C:39]2[CH:44]=[CH:43][CH:42]=[CH:41][CH:40]=2)[N:30]=1)=[O:28]. The yield is 0.830. (8) The reactants are [Al+3].[Cl-].[Cl-].[Cl-].[C:5](Cl)([CH3:7])=[O:6].[O:9]1[C:18]2[C:13](=[CH:14][CH:15]=[CH:16][CH:17]=2)[CH2:12][CH2:11][CH2:10]1. The catalyst is C(Cl)Cl. The product is [O:9]1[C:18]2[C:13](=[CH:14][C:15]([C:5](=[O:6])[CH3:7])=[CH:16][CH:17]=2)[CH2:12][CH2:11][CH2:10]1. The yield is 0.800.